From a dataset of Forward reaction prediction with 1.9M reactions from USPTO patents (1976-2016). Predict the product of the given reaction. (1) Given the reactants [CH2:1]([N:8]1[CH2:13][CH2:12][CH:11]([CH:14]([C:16]2[C:21]([CH3:22])=[C:20]([O:23]C)[C:19]([CH3:25])=[C:18]([CH3:26])[C:17]=2[O:27]C)O)[CH2:10][CH2:9]1)[C:2]1[CH:7]=[CH:6][CH:5]=[CH:4][CH:3]=1.Br.[OH-].[Na+], predict the reaction product. The product is: [CH2:1]([N:8]1[CH2:13][CH2:12][C:11]2([CH2:14][C:16]3[C:21]([CH3:22])=[C:20]([OH:23])[C:19]([CH3:25])=[C:18]([CH3:26])[C:17]=3[O:27]2)[CH2:10][CH2:9]1)[C:2]1[CH:7]=[CH:6][CH:5]=[CH:4][CH:3]=1. (2) Given the reactants [Cl:1][C:2]1[C:7]([C:8]([O:10][C:11]([CH3:14])([CH3:13])[CH3:12])=[O:9])=[CH:6][CH:5]=[C:4](Cl)[N:3]=1.[F:16][C:17]1[CH:18]=[C:19](B(O)O)[CH:20]=[C:21]([O:23][CH2:24][CH:25]([CH3:27])[CH3:26])[CH:22]=1.C(=O)([O-])[O-].[Na+].[Na+].C(OCC)(=O)C, predict the reaction product. The product is: [Cl:1][C:2]1[C:7]([C:8]([O:10][C:11]([CH3:14])([CH3:13])[CH3:12])=[O:9])=[CH:6][CH:5]=[C:4]([C:19]2[CH:20]=[C:21]([O:23][CH2:24][CH:25]([CH3:26])[CH3:27])[CH:22]=[C:17]([F:16])[CH:18]=2)[N:3]=1. (3) Given the reactants Br[C:2]1[CH:7]=[CH:6][C:5]([F:8])=[CH:4][C:3]=1[CH3:9].C([Li])CCC.CC([O:18][B:19](OC(C)C)[O:20]C(C)C)C, predict the reaction product. The product is: [F:8][C:5]1[CH:6]=[CH:7][C:2]([B:19]([OH:20])[OH:18])=[C:3]([CH3:9])[CH:4]=1. (4) Given the reactants C[O:2][C:3]1[CH:4]=[C:5]([C:9]([CH3:14])([CH3:13])[C:10](=[O:12])[CH3:11])[CH:6]=[CH:7][CH:8]=1.B(Br)(Br)Br.O, predict the reaction product. The product is: [OH:2][C:3]1[CH:4]=[C:5]([C:9]([CH3:14])([CH3:13])[C:10](=[O:12])[CH3:11])[CH:6]=[CH:7][CH:8]=1. (5) The product is: [Cl:4][C:5]1[C:10]([CH:11]([OH:12])[CH3:1])=[C:9]([Cl:13])[CH:8]=[CH:7][N:6]=1. Given the reactants [CH3:1][Mg]Cl.[Cl:4][C:5]1[C:10]([CH:11]=[O:12])=[C:9]([Cl:13])[CH:8]=[CH:7][N:6]=1, predict the reaction product.